This data is from Forward reaction prediction with 1.9M reactions from USPTO patents (1976-2016). The task is: Predict the product of the given reaction. (1) Given the reactants [CH3:1][C:2]1[CH:7]=[CH:6][C:5]([C:8]2[O:9][C:10]3[CH:16]=[CH:15][CH:14]=[CH:13][C:11]=3[N:12]=2)=[CH:4][C:3]=1[C:17]([F:20])([F:19])[F:18].C1C(=O)N([Br:28])C(=O)C1.C(OOC(=O)C1C=CC=CC=1)(=O)C1C=CC=CC=1, predict the reaction product. The product is: [Br:28][CH2:1][C:2]1[CH:7]=[CH:6][C:5]([C:8]2[O:9][C:10]3[CH:16]=[CH:15][CH:14]=[CH:13][C:11]=3[N:12]=2)=[CH:4][C:3]=1[C:17]([F:20])([F:18])[F:19]. (2) Given the reactants [CH3:1][N:2]([CH3:34])[C:3]1[C:8]([N+:9]([O-])=O)=[CH:7][C:6]([NH:12][C:13]2[N:18]=[C:17]([N:19]3[CH:23]=[C:22]([CH:24]=O)[C:21]([C:26]4[CH:31]=[CH:30][CH:29]=[CH:28][CH:27]=4)=[N:20]3)[CH:16]=[CH:15][N:14]=2)=[C:5]([O:32][CH3:33])[CH:4]=1.[CH3:35][NH:36][CH3:37], predict the reaction product. The product is: [CH3:1][N:2]([CH3:34])[C:3]1[CH:4]=[C:5]([O:32][CH3:33])[C:6]([NH:12][C:13]2[N:18]=[C:17]([N:19]3[CH:23]=[C:22]([CH2:24][N:36]([CH3:37])[CH3:35])[C:21]([C:26]4[CH:31]=[CH:30][CH:29]=[CH:28][CH:27]=4)=[N:20]3)[CH:16]=[CH:15][N:14]=2)=[CH:7][C:8]=1[NH:9][C:5](=[O:32])[CH:4]=[CH2:3].